This data is from Full USPTO retrosynthesis dataset with 1.9M reactions from patents (1976-2016). The task is: Predict the reactants needed to synthesize the given product. (1) Given the product [Cl:1][C:2]1[CH:3]=[C:4]2[C:9](=[CH:10][CH:11]=1)[NH:8][CH:7]([C:12]1[CH:13]=[C:14]([NH:18][S:27]([C:23]3[CH:22]=[N:21][CH:26]=[CH:25][CH:24]=3)(=[O:29])=[O:28])[CH:15]=[CH:16][CH:17]=1)[CH2:6][C:5]2([CH3:20])[CH3:19], predict the reactants needed to synthesize it. The reactants are: [Cl:1][C:2]1[CH:3]=[C:4]2[C:9](=[CH:10][CH:11]=1)[NH:8][CH:7]([C:12]1[CH:13]=[C:14]([NH2:18])[CH:15]=[CH:16][CH:17]=1)[CH2:6][C:5]2([CH3:20])[CH3:19].[N:21]1[CH:26]=[CH:25][CH:24]=[C:23]([S:27](Cl)(=[O:29])=[O:28])[CH:22]=1. (2) The reactants are: [CH3:1][O:2][C:3](=[O:25])[C:4]1[CH:9]=[C:8]([F:10])[C:7]([OH:11])=[C:6]([NH:12][S:13]([C:16]2[CH:21]=[C:20]([Cl:22])[CH:19]=[CH:18][C:17]=2[O:23][CH3:24])(=[O:15])=[O:14])[CH:5]=1.Br[CH2:27][CH2:28]Br. Given the product [CH3:1][O:2][C:3]([C:4]1[CH:9]=[C:8]([F:10])[C:7]2[O:11][CH2:28][CH2:27][N:12]([S:13]([C:16]3[CH:21]=[C:20]([Cl:22])[CH:19]=[CH:18][C:17]=3[O:23][CH3:24])(=[O:15])=[O:14])[C:6]=2[CH:5]=1)=[O:25], predict the reactants needed to synthesize it.